From a dataset of Catalyst prediction with 721,799 reactions and 888 catalyst types from USPTO. Predict which catalyst facilitates the given reaction. Reactant: [CH3:1][O:2][C:3](=[O:35])[CH2:4][CH:5]1[C:14]2[C:9](=[C:10]([F:15])[CH:11]=[CH:12][CH:13]=2)[N:8]=[C:7]([C:16]2[CH:21]=[CH:20][C:19](Br)=[CH:18][CH:17]=2)[N:6]1[C:23]1[CH:28]=[C:27]([C:29]([F:32])([F:31])[F:30])[CH:26]=[CH:25][C:24]=1[O:33][CH3:34].[CH3:36][O:37][C:38]1[CH:39]=[C:40](B(O)O)[CH:41]=[CH:42][CH:43]=1.C(=O)([O-])[O-].[Na+].[Na+]. Product: [CH3:1][O:2][C:3](=[O:35])[CH2:4][CH:5]1[C:14]2[C:9](=[C:10]([F:15])[CH:11]=[CH:12][CH:13]=2)[N:8]=[C:7]([C:16]2[CH:21]=[CH:20][C:19]([C:42]3[CH:41]=[CH:40][CH:39]=[C:38]([O:37][CH3:36])[CH:43]=3)=[CH:18][CH:17]=2)[N:6]1[C:23]1[CH:28]=[C:27]([C:29]([F:32])([F:31])[F:30])[CH:26]=[CH:25][C:24]=1[O:33][CH3:34]. The catalyst class is: 600.